Dataset: Full USPTO retrosynthesis dataset with 1.9M reactions from patents (1976-2016). Task: Predict the reactants needed to synthesize the given product. (1) The reactants are: CN([C:4]([O:8]N1N=NC2C=CC=CC1=2)=[N+](C)C)C.[B-](F)(F)(F)F.[CH3:23][C:24]1[CH:25]=[CH:26][C:27]([N:33]2[N:37]=[CH:36][CH:35]=[N:34]2)=[C:28]([CH:32]=1)[C:29]([OH:31])=O.CC[N:40]([CH:44]([CH3:46])[CH3:45])[CH:41]([CH3:43])C.[OH2:47]. Given the product [CH3:23][C:24]1[CH:25]=[CH:26][C:27]([N:33]2[N:37]=[CH:36][CH:35]=[N:34]2)=[C:28]([CH:32]=1)[C:29]([N:40]1[CH2:41][CH2:43][CH2:46][C@H:44]1[C:45]([O:8][CH3:4])=[O:47])=[O:31], predict the reactants needed to synthesize it. (2) Given the product [CH2:1]([N:8]1[C:20]2[CH:19]=[CH:18][C:17]([Si:31]([CH:35]([CH3:37])[CH3:36])([CH:32]([CH3:34])[CH3:33])[CH:28]([CH3:30])[CH3:29])=[CH:16][C:15]=2[C:14]2[C:9]1=[CH:10][CH:11]=[C:12]([Si:31]([CH:32]([CH3:34])[CH3:33])([CH:26]([CH3:27])[CH3:25])[CH:28]([CH3:30])[CH3:29])[CH:13]=2)[C:2]1[CH:7]=[CH:6][CH:5]=[CH:4][CH:3]=1, predict the reactants needed to synthesize it. The reactants are: [CH2:1]([N:8]1[C:20]2[CH:19]=[CH:18][C:17](Br)=[CH:16][C:15]=2[C:14]2[C:9]1=[CH:10][CH:11]=[C:12](Br)[CH:13]=2)[C:2]1[CH:7]=[CH:6][CH:5]=[CH:4][CH:3]=1.[Li]C[CH2:25][CH2:26][CH3:27].[CH:28]([Si:31](OS(C(F)(F)F)(=O)=O)([CH:35]([CH3:37])[CH3:36])[CH:32]([CH3:34])[CH3:33])([CH3:30])[CH3:29]. (3) Given the product [Cl:36][C:37]1[CH:38]=[C:39]2[C:43](=[CH:44][CH:45]=1)[NH:42][C:41]([C:46]([NH:48][C@@H:49]1[CH2:57][C:56]3[C:51](=[CH:52][CH:53]=[CH:54][CH:55]=3)[C@H:50]1[NH:58][CH2:59][C@@H:60]([OH:61])[CH2:64][OH:63])=[O:47])=[CH:40]2, predict the reactants needed to synthesize it. The reactants are: C([O-])(=O)C.[K+].N[C@@H]1C2C(=CC=CC=2)C[C@H]1NC(C1NC2C(C=1)=CC(Cl)=CC=2)=O.C(O)(C(F)(F)F)=O.[Cl:36][C:37]1[CH:38]=[C:39]2[C:43](=[CH:44][CH:45]=1)[NH:42][C:41]([C:46]([NH:48][C@@H:49]1[CH2:57][C:56]3[C:51](=[CH:52][CH:53]=[CH:54][CH:55]=3)[C@H:50]1[NH:58][CH2:59][C@@H:60]1[CH2:64][O:63]C(C)(C)[O:61]1)=[O:47])=[CH:40]2. (4) Given the product [ClH:31].[C:22]1([C:25]2[CH:30]=[CH:29][CH:28]=[CH:27][CH:26]=2)[CH:23]=[CH:24][C:19]([O:18][CH:16]2[CH2:17][NH:14][CH2:15]2)=[CH:20][CH:21]=1, predict the reactants needed to synthesize it. The reactants are: C([N:14]1[CH2:17][CH:16]([O:18][C:19]2[CH:24]=[CH:23][C:22]([C:25]3[CH:30]=[CH:29][CH:28]=[CH:27][CH:26]=3)=[CH:21][CH:20]=2)[CH2:15]1)(C1C=CC=CC=1)C1C=CC=CC=1.[Cl:31]C(OC(Cl)C)=O. (5) Given the product [CH3:14][C:13](=[CH2:12])[CH2:15][O:8][C:6]1[CH:7]=[C:2]([Br:1])[CH:3]=[CH:4][C:5]=1[O:9][CH3:10], predict the reactants needed to synthesize it. The reactants are: [Br:1][C:2]1[CH:3]=[CH:4][C:5]([O:9][CH3:10])=[C:6]([OH:8])[CH:7]=1.Cl[CH2:12][C:13]([CH3:15])=[CH2:14].C(=O)([O-])[O-].[K+].[K+].CN(C=O)C. (6) Given the product [CH3:1][N:2]1[C:6]([CH2:7][CH2:8][C:9]([OH:11])=[O:10])=[N:5][C:4]([N:19]2[CH2:23][CH2:22][CH2:21][CH2:20]2)=[N:3]1, predict the reactants needed to synthesize it. The reactants are: [CH3:1][N:2]1[C:6](/[CH:7]=[CH:8]/[C:9]([O:11]CC2C=CC=CC=2)=[O:10])=[N:5][C:4]([N:19]2[CH2:23][CH2:22][CH2:21][CH2:20]2)=[N:3]1. (7) The reactants are: [CH3:1][C@@H:2]([C@@H:9]1[C@@:13]2([CH3:33])[CH2:14][CH2:15][C:16]3[C@@:21]4([CH3:32])[CH2:22][CH2:23][C@H:24]([O:28][C:29]([CH3:31])=[O:30])[C:25]([CH3:27])([CH3:26])[CH:20]4[CH2:19][CH2:18][C:17]=3[C@:12]2([CH3:34])[CH2:11][CH2:10]1)[CH2:3][CH2:4][CH:5]=[C:6]([CH3:8])[CH3:7].ClC1C=CC=C(C(OO)=O)C=1.C(=O)([O-])O.[Na+]. Given the product [CH3:1][C@@H:2]([C@@H:9]1[C@@:13]2([CH3:33])[CH2:14][CH2:15][C:16]3[C@@:21]4([CH3:32])[CH2:22][CH2:23][C@H:24]([O:28][C:29]([CH3:31])=[O:30])[C:25]([CH3:27])([CH3:26])[C@@H:20]4[CH2:19][CH2:18][C:17]=3[C@:12]2([CH3:34])[CH2:11][CH2:10]1)[CH2:3][CH2:4][CH2:5][CH:6]([CH3:7])[CH3:8], predict the reactants needed to synthesize it.